Dataset: Catalyst prediction with 721,799 reactions and 888 catalyst types from USPTO. Task: Predict which catalyst facilitates the given reaction. (1) Reactant: [CH3:1][C:2]([CH3:13])([CH3:12])[C:3]([NH:5][C:6]1[S:7][C:8]([CH3:11])=[CH:9][N:10]=1)=[O:4].ClC1C=C2C(N=CC=C2)=C2C=1C=CC=N2.C(=O)([O-])[O-].[Cs+].[Cs+].[Cl:35][C:36]1[CH:41]=[C:40](I)[CH:39]=[C:38]([Cl:43])[CH:37]=1.[OH-].[NH4+].O. Product: [Cl:35][C:36]1[CH:41]=[C:40]([N:10]2[CH:9]=[C:8]([CH3:11])[S:7]/[C:6]/2=[N:5]\[C:3](=[O:4])[C:2]([CH3:13])([CH3:12])[CH3:1])[CH:39]=[C:38]([Cl:43])[CH:37]=1. The catalyst class is: 60. (2) Reactant: [CH3:1][O:2][C:3]([C:5]1[O:6][C:7]2[CH:13]=[CH:12][C:11]([OH:14])=[CH:10][C:8]=2[CH:9]=1)=[O:4].C([O-])([O-])=O.[Cs+].[Cs+].Cl[C:22]1[S:23][C:24]2[C:25]([N:30]=1)=[N:26][CH:27]=[CH:28][CH:29]=2.O. Product: [CH3:1][O:2][C:3]([C:5]1[O:6][C:7]2[CH:13]=[CH:12][C:11]([O:14][C:22]3[S:23][C:24]4[C:25]([N:30]=3)=[N:26][CH:27]=[CH:28][CH:29]=4)=[CH:10][C:8]=2[CH:9]=1)=[O:4]. The catalyst class is: 3. (3) Reactant: [F:1][C:2]1[CH:9]=[C:8]([OH:10])[CH:7]=[CH:6][C:3]=1[C:4]#[N:5].N1C=CN=C1.[CH3:16][C:17]([Si:20](Cl)([CH3:22])[CH3:21])([CH3:19])[CH3:18]. Product: [Si:20]([O:10][C:8]1[CH:7]=[CH:6][C:3]([C:4]#[N:5])=[C:2]([F:1])[CH:9]=1)([C:17]([CH3:19])([CH3:18])[CH3:16])([CH3:22])[CH3:21]. The catalyst class is: 3. (4) Reactant: S(=O)(=O)(O)O.[CH3:6][O:7][C:8]([C:10]1[S:11][CH:12]=[CH:13][C:14]=1[N+:15]([O-:17])=[O:16])=[O:9].[Br:18]N1C(=O)CCC1=O.ClCCl. Product: [CH3:6][O:7][C:8]([C:10]1[S:11][C:12]([Br:18])=[CH:13][C:14]=1[N+:15]([O-:17])=[O:16])=[O:9]. The catalyst class is: 55. (5) Reactant: [C:1]([O:5][CH:6]([C:10]1[C:11]([C:24]2[CH:25]=[N:26][CH:27]=[N:28][CH:29]=2)=[C:12]2[C:19]3[CH2:20][CH2:21][CH2:22][CH2:23][C:18]=3[S:17][C:13]2=[N:14][C:15]=1[CH3:16])[C:7]([OH:9])=[O:8])([CH3:4])([CH3:3])[CH3:2]. Product: [C:1]([O:5][C@@H:6]([C:10]1[C:11]([C:24]2[CH:25]=[N:26][CH:27]=[N:28][CH:29]=2)=[C:12]2[C:19]3[CH2:20][CH2:21][CH2:22][CH2:23][C:18]=3[S:17][C:13]2=[N:14][C:15]=1[CH3:16])[C:7]([OH:9])=[O:8])([CH3:4])([CH3:2])[CH3:3]. The catalyst class is: 138. (6) Reactant: [C:1]([C:3]1[CH:17]=[CH:16][C:6]([C:7]([NH:9][CH2:10][CH2:11][C:12]([F:15])([F:14])[F:13])=[O:8])=[CH:5][CH:4]=1)#[N:2].Cl.[NH2:19][OH:20].CCN(C(C)C)C(C)C. Product: [OH:20][N:19]=[C:1]([C:3]1[CH:4]=[CH:5][C:6]([C:7]([NH:9][CH2:10][CH2:11][C:12]([F:14])([F:13])[F:15])=[O:8])=[CH:16][CH:17]=1)[NH2:2]. The catalyst class is: 8. (7) Reactant: [C:1]1([N:7]2[C:12](=[O:13])[C:11]3[S:14][CH:15]=[C:16]([C:17]4[CH:22]=[CH:21][CH:20]=[CH:19][CH:18]=4)[C:10]=3[N:9]=[CH:8]2)[CH:6]=[CH:5][CH:4]=[CH:3][CH:2]=1.N[C:24]1[C:28](C2C=CC=CC=2)=CS[C:25]=1[C:35](OC)=O.C(OCC)(OCC)OCC.[C@@H]1(N)C2C(=CC=CC=2)CCC1. Product: [C:17]1([C:16]2[C:10]3[N:9]=[CH:8][N:7]([C@@H:1]4[C:6]5[C:5](=[CH:28][CH:24]=[CH:25][CH:35]=5)[CH2:4][CH2:3][CH2:2]4)[C:12](=[O:13])[C:11]=3[S:14][CH:15]=2)[CH:18]=[CH:19][CH:20]=[CH:21][CH:22]=1. The catalyst class is: 15. (8) Reactant: [F:1][C:2]1[CH:7]=[C:6]([CH2:8][N:9]2[C:14](=[O:15])[CH:13]=[C:12]([CH3:16])[N:11]=[C:10]2[CH2:17][CH2:18][CH3:19])[CH:5]=[CH:4][C:3]=1[C:20]1[C:21]([C:26]#[N:27])=[CH:22][CH:23]=[CH:24][CH:25]=1.C([O-])(=O)C.[Na+].[Br:33]Br. Product: [Br:33][C:13]1[C:14](=[O:15])[N:9]([CH2:8][C:6]2[CH:5]=[CH:4][C:3]([C:20]3[C:21]([C:26]#[N:27])=[CH:22][CH:23]=[CH:24][CH:25]=3)=[C:2]([F:1])[CH:7]=2)[C:10]([CH2:17][CH2:18][CH3:19])=[N:11][C:12]=1[CH3:16]. The catalyst class is: 15. (9) Reactant: [CH3:1][O:2][C:3](=[O:31])[CH:4]=[CH:5][C:6]1[CH:7]=[C:8]2[C:13](=[CH:14][CH:15]=1)[N:12]=[CH:11][CH:10]=[C:9]2[C:16]1[C:20]([C:21]2[CH:26]=[CH:25][CH:24]=[C:23]([CH3:27])[N:22]=2)=[N:19][N:18]2[CH2:28][CH2:29][CH2:30][C:17]=12.[OH-].[Li+]. Product: [NH3:12].[CH3:1][OH:2].[CH3:27][C:23]1[N:22]=[C:21]([C:20]2[C:16]([C:9]3[C:8]4[C:13](=[CH:14][CH:15]=[C:6]([CH:5]=[CH:4][C:3]([OH:31])=[O:2])[CH:7]=4)[N:12]=[CH:11][CH:10]=3)=[C:17]3[CH2:30][CH2:29][CH2:28][N:18]3[N:19]=2)[CH:26]=[CH:25][CH:24]=1. The catalyst class is: 24. (10) Reactant: Cl[CH2:2][C:3]1[CH:8]=[CH:7][C:6]([N+:9]([O-:11])=[O:10])=[CH:5][CH:4]=1.[I-:12].[Na+].O. Product: [I:12][CH2:2][C:3]1[CH:8]=[CH:7][C:6]([N+:9]([O-:11])=[O:10])=[CH:5][CH:4]=1. The catalyst class is: 21.